Predict the reactants needed to synthesize the given product. From a dataset of Full USPTO retrosynthesis dataset with 1.9M reactions from patents (1976-2016). (1) Given the product [CH3:8][O:9][C:10]([CH:11]1[CH:4]([OH:5])[CH:3]([CH:2]([CH3:7])[CH3:1])[CH2:6][N:12]1[S:13]([C:16]1[CH:17]=[CH:18][C:19]([CH3:22])=[CH:20][CH:21]=1)(=[O:15])=[O:14])=[O:23], predict the reactants needed to synthesize it. The reactants are: [CH3:1][CH:2]([CH3:7])[C:3](=[CH2:6])[CH:4]=[O:5].[CH3:8][O:9][C:10](=[O:23])[CH2:11][NH:12][S:13]([C:16]1[CH:21]=[CH:20][C:19]([CH3:22])=[CH:18][CH:17]=1)(=[O:15])=[O:14].C1CCN2C(=NCCC2)CC1. (2) Given the product [C:20]([C:2]1[CH:3]=[C:4]([CH:9]=[CH:10][C:11]=1[O:12][CH:13]([CH3:15])[CH3:14])[C:5]([O:7][CH3:8])=[O:6])#[N:21], predict the reactants needed to synthesize it. The reactants are: Br[C:2]1[CH:3]=[C:4]([CH:9]=[CH:10][C:11]=1[O:12][CH:13]([CH3:15])[CH3:14])[C:5]([O:7][CH3:8])=[O:6].C(Cl)Cl.O.[CH3:20][N:21](C=O)C. (3) Given the product [F:1][C:2]1[CH:11]=[C:10]([CH2:12][N:13]2[CH2:19][C:18]3[CH:20]=[C:21]([O:24][CH3:25])[CH:22]=[N:23][C:17]=3[S:16][CH2:15][CH2:14]2)[CH:9]=[CH:8][C:3]=1[C:4]([OH:6])=[O:5], predict the reactants needed to synthesize it. The reactants are: [F:1][C:2]1[CH:11]=[C:10]([CH2:12][N:13]2[CH2:19][C:18]3[CH:20]=[C:21]([O:24][CH3:25])[CH:22]=[N:23][C:17]=3[S:16][CH2:15][CH2:14]2)[CH:9]=[CH:8][C:3]=1[C:4]([O:6]C)=[O:5].[OH-].[Li+].CO.C1COCC1. (4) Given the product [Br:34][C:35]1[CH:36]=[C:37]([C:23]2[CH:22]=[CH:21][CH:20]=[C:19]([C:2]3[CH:3]=[N:4][C:5]4[C:10](=[C:9]5[CH:11]=[CH:12][CH:13]=[CH:14][C:8]5=[C:7]5[CH:15]=[CH:16][CH:17]=[CH:18][C:6]5=4)[N:1]=3)[CH:24]=2)[CH:38]=[CH:39][CH:40]=1, predict the reactants needed to synthesize it. The reactants are: [N:1]1[C:10]2[C:5](=[C:6]3[CH:18]=[CH:17][CH:16]=[CH:15][C:7]3=[C:8]3[CH:14]=[CH:13][CH:12]=[CH:11][C:9]3=2)[N:4]=[CH:3][C:2]=1[C:19]1[CH:20]=[C:21](B2OC(C)(C)C(C)(C)O2)[CH:22]=[CH:23][CH:24]=1.[Br:34][C:35]1[CH:40]=[CH:39][CH:38]=[C:37](I)[CH:36]=1.CC1C=CC=CC=1P(C1C=CC=CC=1C)C1C=CC=CC=1C.C(=O)([O-])[O-].[K+].[K+].